Dataset: Catalyst prediction with 721,799 reactions and 888 catalyst types from USPTO. Task: Predict which catalyst facilitates the given reaction. (1) Reactant: Br[C:2]1[C:7]([Br:8])=[CH:6][CH:5]=[CH:4][N:3]=1.Cl.[N:10]1(O)[CH2:13][CH2:12][CH2:11]1.[OH2:15]. Product: [Br:8][C:7]1[C:2]([N:10]2[CH2:13][CH:12]([OH:15])[CH2:11]2)=[N:3][CH:4]=[CH:5][CH:6]=1. The catalyst class is: 17. (2) Reactant: Br[C:2]1[CH:7]=[C:6]([C:8]([CH3:11])([CH3:10])[CH3:9])[CH:5]=[C:4]([C:12]([CH3:15])([CH3:14])[CH3:13])[C:3]=1[OH:16].C([Li])CCC.[F:22][C:23]([F:30])([F:29])[C:24](OCC)=[O:25]. Product: [F:22][C:23]([F:30])([F:29])[C:24]([C:2]1[CH:7]=[C:6]([C:8]([CH3:11])([CH3:10])[CH3:9])[CH:5]=[C:4]([C:12]([CH3:15])([CH3:14])[CH3:13])[C:3]=1[OH:16])=[O:25]. The catalyst class is: 27. (3) Reactant: [Cl:1][C:2]1[CH:7]=[CH:6][C:5]([CH:8]([CH:12]([C:16]2[CH:21]=[CH:20][C:19]([C:22]([NH:24][CH2:25][CH2:26][C:27]([O:29][CH2:30][CH3:31])=[O:28])=[O:23])=[CH:18][CH:17]=2)[CH2:13][CH2:14][CH3:15])[C:9](O)=[O:10])=[CH:4][CH:3]=1.CN(C(ON1N=NC2C=CC=NC1=2)=[N+](C)C)C.F[P-](F)(F)(F)(F)F.CCN(C(C)C)C(C)C.[Br:65][C:66]1[CH:67]=[C:68]2[C:72](=[CH:73][CH:74]=1)[CH2:71][NH:70][CH2:69]2. Product: [Br:65][C:66]1[CH:67]=[C:68]2[C:72](=[CH:73][CH:74]=1)[CH2:71][N:70]([C:9](=[O:10])[CH:8]([CH:12]([C:16]1[CH:17]=[CH:18][C:19]([C:22]([NH:24][CH2:25][CH2:26][C:27]([O:29][CH2:30][CH3:31])=[O:28])=[O:23])=[CH:20][CH:21]=1)[CH2:13][CH2:14][CH3:15])[C:5]1[CH:6]=[CH:7][C:2]([Cl:1])=[CH:3][CH:4]=1)[CH2:69]2. The catalyst class is: 296. (4) Reactant: C(=O)(O)[O-].[Na+:5].S([O-])([O-])=O.[Na+].[Na+].[Br:12][C:13]1[CH:18]=[CH:17][C:16]([S:19](Cl)(=[O:21])=[O:20])=[CH:15][C:14]=1[CH3:23]. Product: [Br:12][C:13]1[CH:18]=[CH:17][C:16]([S:19]([O-:21])=[O:20])=[CH:15][C:14]=1[CH3:23].[Na+:5]. The catalyst class is: 6. (5) Reactant: O1CCOCC1.I[C:8]1[CH:9]=[C:10]([C@H:16]2[CH2:18][C@@H:17]2[C:19]([O:21][CH2:22][CH3:23])=[O:20])[CH:11]=[CH:12][C:13]=1[O:14][CH3:15].[B:24]1([B:24]2[O:28][C:27]([CH3:30])([CH3:29])[C:26]([CH3:32])([CH3:31])[O:25]2)[O:28][C:27]([CH3:30])([CH3:29])[C:26]([CH3:32])([CH3:31])[O:25]1.C([O-])(=O)C.[K+]. Product: [CH3:15][O:14][C:13]1[CH:12]=[CH:11][C:10]([C@H:16]2[CH2:18][C@@H:17]2[C:19]([O:21][CH2:22][CH3:23])=[O:20])=[CH:9][C:8]=1[B:24]1[O:28][C:27]([CH3:30])([CH3:29])[C:26]([CH3:32])([CH3:31])[O:25]1. The catalyst class is: 16.